This data is from Forward reaction prediction with 1.9M reactions from USPTO patents (1976-2016). The task is: Predict the product of the given reaction. Given the reactants Br[C:2]1[CH:7]=[CH:6][C:5]([C:8]2[CH:13]=[CH:12][C:11]([CH2:14][CH2:15][C:16]3([NH:24][C:25](=[O:27])[CH3:26])[CH2:21][O:20][C:19]([CH3:23])([CH3:22])[O:18][CH2:17]3)=[CH:10][CH:9]=2)=[C:4]([F:28])[CH:3]=1.[CH3:29][C:30]1[CH:31]=[C:32]([SH:37])[CH:33]=[CH:34][C:35]=1[CH3:36].C(N(C(C)C)CC)(C)C.O, predict the reaction product. The product is: [CH3:29][C:30]1[CH:31]=[C:32]([S:37][C:2]2[CH:7]=[CH:6][C:5]([C:8]3[CH:13]=[CH:12][C:11]([CH2:14][CH2:15][C:16]4([NH:24][C:25](=[O:27])[CH3:26])[CH2:21][O:20][C:19]([CH3:23])([CH3:22])[O:18][CH2:17]4)=[CH:10][CH:9]=3)=[C:4]([F:28])[CH:3]=2)[CH:33]=[CH:34][C:35]=1[CH3:36].